This data is from Full USPTO retrosynthesis dataset with 1.9M reactions from patents (1976-2016). The task is: Predict the reactants needed to synthesize the given product. (1) The reactants are: [NH2:1][C:2](=[O:37])[CH2:3][O:4][C:5]1[CH:6]=[C:7]2[C:12](=[CH:13][CH:14]=1)[C:11](=[O:15])[N:10]([CH2:16][CH:17]([CH3:19])[CH3:18])[C:9]([CH2:20][NH:21]C(=O)OC(C)(C)C)=[C:8]2[O:29][CH2:30][CH2:31][CH2:32][C:33]([F:36])([F:35])[F:34].[H][H].[Cl-:40]. Given the product [ClH:40].[NH2:21][CH2:20][C:9]1[N:10]([CH2:16][CH:17]([CH3:19])[CH3:18])[C:11](=[O:15])[C:12]2[C:7]([C:8]=1[O:29][CH2:30][CH2:31][CH2:32][C:33]([F:36])([F:35])[F:34])=[CH:6][C:5]([O:4][CH2:3][C:2]([NH2:1])=[O:37])=[CH:14][CH:13]=2, predict the reactants needed to synthesize it. (2) Given the product [CH2:13]([C@H:9]1[CH:10]([CH3:11])[S:7][C:6]([NH2:5])=[N:8]1)[C:14]1[CH:19]=[CH:18][CH:17]=[CH:16][CH:15]=1, predict the reactants needed to synthesize it. The reactants are: C([NH:5][C:6]([NH:8][C@@H:9]([CH2:13][C:14]1[CH:19]=[CH:18][CH:17]=[CH:16][CH:15]=1)[CH:10](O)[CH3:11])=[S:7])(C)(C)C.Cl. (3) Given the product [CH3:22][O:21][CH2:20][CH2:19][O:18][C:4]1[N:3]=[C:2]([C:23]#[N:24])[CH:7]=[C:6]([C:8]2[CH:9]=[N:10][C:11]([C:14]([F:17])([F:16])[F:15])=[CH:12][CH:13]=2)[CH:5]=1, predict the reactants needed to synthesize it. The reactants are: Cl[C:2]1[CH:7]=[C:6]([C:8]2[CH:9]=[N:10][C:11]([C:14]([F:17])([F:16])[F:15])=[CH:12][CH:13]=2)[CH:5]=[C:4]([O:18][CH2:19][CH2:20][O:21][CH3:22])[N:3]=1.[CH3:23][N:24](C)C=O. (4) Given the product [C:1]([C:3]1[CH:8]=[CH:7][C:6]([C:9]2([F:33])[CH2:14][CH2:13][N:12]([C:15]([C:17]3[C:18]([CH2:31][CH3:32])=[CH:19][C:20]([CH:27]4[CH2:30][CH2:29][CH2:28]4)=[C:21]([CH:26]=3)[C:22]([NH:35][NH2:36])=[O:23])=[O:16])[CH2:11][CH2:10]2)=[CH:5][CH:4]=1)#[N:2], predict the reactants needed to synthesize it. The reactants are: [C:1]([C:3]1[CH:8]=[CH:7][C:6]([C:9]2([F:33])[CH2:14][CH2:13][N:12]([C:15]([C:17]3[C:18]([CH2:31][CH3:32])=[CH:19][C:20]([CH:27]4[CH2:30][CH2:29][CH2:28]4)=[C:21]([CH:26]=3)[C:22](OC)=[O:23])=[O:16])[CH2:11][CH2:10]2)=[CH:5][CH:4]=1)#[N:2].O.[NH2:35][NH2:36]. (5) Given the product [NH2:12][C:8]1[CH:7]=[C:6]2[C:11]([CH:2]([CH3:1])[O:3][C:4]2=[O:5])=[CH:10][CH:9]=1, predict the reactants needed to synthesize it. The reactants are: [CH3:1][CH:2]1[C:11]2[C:6](=[CH:7][C:8]([N+:12]([O-])=O)=[CH:9][CH:10]=2)[C:4](=[O:5])[O:3]1.